From a dataset of Forward reaction prediction with 1.9M reactions from USPTO patents (1976-2016). Predict the product of the given reaction. (1) Given the reactants [CH3:1][C:2]1[O:3][C:4]([C:7]2[CH:12]=[CH:11][C:10]([O:13][C:14]([F:17])([F:16])[F:15])=[CH:9][CH:8]=2)=[CH:5][N:6]=1.[Br:18]Br, predict the reaction product. The product is: [Br:18][C:5]1[N:6]=[C:2]([CH3:1])[O:3][C:4]=1[C:7]1[CH:8]=[CH:9][C:10]([O:13][C:14]([F:17])([F:15])[F:16])=[CH:11][CH:12]=1. (2) Given the reactants [Cl:1][C:2]1[C:10]([OH:11])=[CH:9][C:8]([C:12]2[N:13]([C:29]([O:31][C:32]([CH3:35])([CH3:34])[CH3:33])=[O:30])[C:14]3[C:19]([C:20]=2C)=[CH:18][C:17]([CH2:22][N:23]2[CH2:28][CH2:27][CH2:26][CH2:25][CH2:24]2)=[CH:16][CH:15]=3)=[C:7]2[C:3]=1[CH2:4][NH:5][C:6]2=[O:36].C(=O)([O-])[O-].[Cs+].[Cs+].[Cl:43][CH2:44][CH2:45][CH2:46]I, predict the reaction product. The product is: [Cl:1][C:2]1[C:10]([O:11][CH2:46][CH2:45][CH2:44][Cl:43])=[CH:9][C:8]([C:12]2[N:13]([C:29]([O:31][C:32]([CH3:34])([CH3:33])[CH3:35])=[O:30])[C:14]3[C:19]([CH:20]=2)=[CH:18][C:17]([CH2:22][N:23]2[CH2:28][CH2:27][CH2:26][CH2:25][CH2:24]2)=[CH:16][CH:15]=3)=[C:7]2[C:3]=1[CH2:4][NH:5][C:6]2=[O:36]. (3) Given the reactants [NH2:1][C:2]1[CH:3]=[CH:4][C:5]([CH3:24])=[C:6]([C:8]2[CH:17]=[C:16]3[C:11]([CH:12]=[C:13]([NH:18][C:19]([CH:21]4[CH2:23][CH2:22]4)=[O:20])[N:14]=[CH:15]3)=[CH:10][CH:9]=2)[CH:7]=1.N1C=CC=CC=1.[CH3:31][N:32]1[CH:36]=[C:35]([C:37](Cl)=[O:38])[CH:34]=[N:33]1, predict the reaction product. The product is: [CH:21]1([C:19]([NH:18][C:13]2[N:14]=[CH:15][C:16]3[C:11]([CH:12]=2)=[CH:10][CH:9]=[C:8]([C:6]2[CH:7]=[C:2]([NH:1][C:37]([C:35]4[CH:34]=[N:33][N:32]([CH3:31])[CH:36]=4)=[O:38])[CH:3]=[CH:4][C:5]=2[CH3:24])[CH:17]=3)=[O:20])[CH2:22][CH2:23]1.